Task: Predict the product of the given reaction.. Dataset: Forward reaction prediction with 1.9M reactions from USPTO patents (1976-2016) (1) Given the reactants [C@H:1]12[CH2:7][C@H:4]([NH:5][CH2:6]1)[CH2:3][N:2]2[C:8]([O:10][C:11]([CH3:14])([CH3:13])[CH3:12])=[O:9].[CH:15]1([NH:18][C:19]([C:21]2[CH:22]=[CH:23][C:24]([CH3:40])=[C:25]([NH:27][C:28](=[O:39])[C:29]3[CH:34]=[C:33](F)[CH:32]=[CH:31][C:30]=3[N+:36]([O-:38])=[O:37])[CH:26]=2)=[O:20])[CH2:17][CH2:16]1, predict the reaction product. The product is: [CH:15]1([NH:18][C:19]([C:21]2[CH:22]=[CH:23][C:24]([CH3:40])=[C:25]([NH:27][C:28]([C:29]3[CH:34]=[C:33]([N:5]4[CH2:6][C@@H:1]5[CH2:7][C@H:4]4[CH2:3][N:2]5[C:8]([O:10][C:11]([CH3:14])([CH3:13])[CH3:12])=[O:9])[CH:32]=[CH:31][C:30]=3[N+:36]([O-:38])=[O:37])=[O:39])[CH:26]=2)=[O:20])[CH2:17][CH2:16]1. (2) The product is: [CH2:1]([C:3]1[CH:11]=[CH:10][C:6]([CH2:7][NH2:9])=[CH:5][CH:4]=1)[CH3:2]. Given the reactants [CH2:1]([C:3]1[CH:11]=[CH:10][C:6]([C:7]([NH2:9])=O)=[CH:5][CH:4]=1)[CH3:2].[H-].[H-].[H-].[H-].[Li+].[Al+3].[OH-].[Na+], predict the reaction product. (3) Given the reactants [F:1][C:2]([F:37])([F:36])[C:3]1[CH:4]=[C:5]([NH:9][C:10]([N:12]2[C:20]3[C:15](=[CH:16][C:17]([O:21][C:22]4[CH:27]=[C:26]([CH:28]([C:34]#[N:35])[O:29][Si](C)(C)C)[N:25]=[CH:24][N:23]=4)=[CH:18][CH:19]=3)[CH:14]=[CH:13]2)=[O:11])[CH:6]=[CH:7][CH:8]=1, predict the reaction product. The product is: [F:36][C:2]([F:1])([F:37])[C:3]1[CH:4]=[C:5]([NH:9][C:10]([N:12]2[C:20]3[C:15](=[CH:16][C:17]([O:21][C:22]4[CH:27]=[C:26]([CH:28]([OH:29])[CH2:34][NH2:35])[N:25]=[CH:24][N:23]=4)=[CH:18][CH:19]=3)[CH:14]=[CH:13]2)=[O:11])[CH:6]=[CH:7][CH:8]=1. (4) Given the reactants C(OC([N:8]([CH2:27][CH2:28][CH3:29])[CH:9]1[CH2:18][C:17]2[C:12](=[CH:13][C:14]([O:19][S:20]([C:23]([F:26])([F:25])[F:24])(=[O:22])=[O:21])=[CH:15][CH:16]=2)[O:11][CH2:10]1)=O)(C)(C)C.FC(F)(F)C(O)=O, predict the reaction product. The product is: [CH2:27]([NH:8][CH:9]1[CH2:18][C:17]2[C:12](=[CH:13][C:14]([O:19][S:20]([C:23]([F:25])([F:26])[F:24])(=[O:22])=[O:21])=[CH:15][CH:16]=2)[O:11][CH2:10]1)[CH2:28][CH3:29]. (5) Given the reactants [Si:1]([O:8][C@H:9]1[CH2:18][C:17]2([CH2:21][CH2:20][CH2:19]2)[CH2:16][C:15]2[N:14]=[C:13]([CH:22]3[CH2:27][CH2:26][O:25][CH2:24][CH2:23]3)[C:12]([CH:28]=[O:29])=[C:11]([C:30]3[CH2:31][CH2:32][O:33][CH2:34][CH:35]=3)[C:10]1=2)([C:4]([CH3:7])([CH3:6])[CH3:5])([CH3:3])[CH3:2].Br[C:37]1[CH:38]=[CH:39][C:40]([C:43]([F:46])([F:45])[F:44])=[N:41][CH:42]=1, predict the reaction product. The product is: [Si:1]([O:8][C@H:9]1[CH2:18][C:17]2([CH2:19][CH2:20][CH2:21]2)[CH2:16][C:15]2[N:14]=[C:13]([CH:22]3[CH2:27][CH2:26][O:25][CH2:24][CH2:23]3)[C:12]([C@H:28]([C:37]3[CH:42]=[N:41][C:40]([C:43]([F:46])([F:45])[F:44])=[CH:39][CH:38]=3)[OH:29])=[C:11]([C:30]3[CH2:31][CH2:32][O:33][CH2:34][CH:35]=3)[C:10]1=2)([C:4]([CH3:7])([CH3:5])[CH3:6])([CH3:2])[CH3:3]. (6) Given the reactants C([O:3][C:4]([C:6]1[CH:7]=[N:8][C:9]2[C:14]([C:15]=1[OH:16])=[CH:13][C:12]1[O:17][CH2:18][O:19][C:11]=1[CH:10]=2)=[O:5])C.[OH-].[K+], predict the reaction product. The product is: [OH:16][C:15]1[C:14]2[C:9](=[CH:10][C:11]3[O:19][CH2:18][O:17][C:12]=3[CH:13]=2)[N:8]=[CH:7][C:6]=1[C:4]([OH:5])=[O:3]. (7) Given the reactants [C:1]([C@H:5]1[CH2:10][CH2:9][C@H:8]([NH:11][C:12]([C:14]2[N:18]([CH2:19][C:20]3[CH:28]=[CH:27][C:23]([C:24](O)=[O:25])=[CH:22][CH:21]=3)[N:17]=[C:16]([C:29]3[CH:34]=[C:33]([F:35])[C:32]([F:36])=[C:31]([F:37])[CH:30]=3)[CH:15]=2)=[O:13])[CH2:7][CH2:6]1)([CH3:4])([CH3:3])[CH3:2].C1C=NC2N(O)N=NC=2C=1.CCN(C(C)C)C(C)C.C([O:61][C:62](=[O:66])[CH2:63][CH2:64][NH2:65])(C)(C)C.C(Cl)CCl, predict the reaction product. The product is: [C:1]([C@H:5]1[CH2:6][CH2:7][C@H:8]([NH:11][C:12]([C:14]2[N:18]([CH2:19][C:20]3[CH:28]=[CH:27][C:23]([C:24]([NH:65][CH2:64][CH2:63][C:62]([OH:61])=[O:66])=[O:25])=[CH:22][CH:21]=3)[N:17]=[C:16]([C:29]3[CH:30]=[C:31]([F:37])[C:32]([F:36])=[C:33]([F:35])[CH:34]=3)[CH:15]=2)=[O:13])[CH2:9][CH2:10]1)([CH3:4])([CH3:2])[CH3:3]. (8) Given the reactants [CH3:1][O:2][C:3]1[CH:8]=[CH:7][CH:6]=[CH:5][C:4]=1[CH:9]1[CH2:14][CH2:13][N:12]([C:15]([O:17][C:18]([CH3:21])([CH3:20])[CH3:19])=[O:16])[CH:11]([C:22](OC)=[O:23])[CH2:10]1.[Li+].[BH4-], predict the reaction product. The product is: [OH:23][CH2:22][CH:11]1[CH2:10][CH:9]([C:4]2[CH:5]=[CH:6][CH:7]=[CH:8][C:3]=2[O:2][CH3:1])[CH2:14][CH2:13][N:12]1[C:15]([O:17][C:18]([CH3:21])([CH3:20])[CH3:19])=[O:16].